Dataset: Reaction yield outcomes from USPTO patents with 853,638 reactions. Task: Predict the reaction yield, written as a fraction of the theoretical maximum amount of product (1.0 means a 100% yield; for example, 0.34 means a 34% yield). (1) The reactants are [F:1][C:2]1[CH:38]=[CH:37][C:5]([CH2:6][N:7]2[C:19](=[O:20])[C:18]3[C:17]([O:21][Si](C(C)C)(C(C)C)C(C)C)=[C:16]4[C:11]([CH:12]=[CH:13][CH:14]=[N:15]4)=[C:10]([NH:32][S:33]([CH3:36])(=[O:35])=[O:34])[C:9]=3[CH2:8]2)=[CH:4][CH:3]=1.[OH-].[K+].[CH3:41]OS(OC)(=O)=O.C(O)(C(F)(F)F)=O. The catalyst is O.C(#N)C.CO.CC(C)=O. The product is [F:1][C:2]1[CH:3]=[CH:4][C:5]([CH2:6][N:7]2[C:19](=[O:20])[C:18]3[C:17]([OH:21])=[C:16]4[C:11]([CH:12]=[CH:13][CH:14]=[N:15]4)=[C:10]([N:32]([CH3:41])[S:33]([CH3:36])(=[O:34])=[O:35])[C:9]=3[CH2:8]2)=[CH:37][CH:38]=1. The yield is 0.780. (2) The reactants are [CH3:1][O:2][C:3]([C:5]1([C:8]2[CH:13]=[CH:12][C:11]([OH:14])=[C:10]([NH2:15])[CH:9]=2)[CH2:7][CH2:6]1)=[O:4].Cl[C:17](Cl)([O:19]C(=O)OC(Cl)(Cl)Cl)Cl.O. The catalyst is C1COCC1. The product is [CH3:1][O:2][C:3]([C:5]1([C:8]2[CH:13]=[CH:12][C:11]3[O:14][C:17](=[O:19])[NH:15][C:10]=3[CH:9]=2)[CH2:7][CH2:6]1)=[O:4]. The yield is 0.910. (3) The reactants are C(OC(=O)[CH:5]([CH:25]1[CH2:27][CH2:26]1)[CH2:6][CH2:7][CH2:8][CH2:9][CH2:10][CH2:11][CH2:12][CH2:13][CH2:14][CH2:15][CH2:16][CH2:17][CH:18]([CH:22]1CC1)C(O)=O)C.C(Cl)(=O)C(Cl)=O.C[N:36]([CH:38]=[O:39])C.[C:40]([O:43][CH2:44][CH3:45])(=[O:42])C. The catalyst is ClCCl. The product is [CH2:44]([O:43][C:40]([C:17]1([CH2:16][CH2:15][CH2:14][CH2:13][CH2:12][CH2:11][CH2:10][CH2:9][CH2:8][CH2:7][CH2:6][CH2:5][C:25]2([C:38](=[O:39])[NH2:36])[CH2:26][CH2:27]2)[CH2:18][CH2:22]1)=[O:42])[CH3:45]. The yield is 0.560. (4) The reactants are [CH3:1][O:2][CH2:3][C:4]1[CH:5]=[C:6]([N+:10]([O-])=O)[CH:7]=[CH:8][CH:9]=1. The catalyst is C(O)(=O)C.[Zn]. The product is [CH3:1][O:2][CH2:3][C:4]1[CH:5]=[C:6]([CH:7]=[CH:8][CH:9]=1)[NH2:10]. The yield is 0.990. (5) The yield is 0.950. The catalyst is C(Cl)Cl. The product is [C:19]([O:18][C:16]([N:4]1[C:5]([C:7]2[CH:12]=[CH:11][CH:10]=[C:9]([F:13])[CH:8]=2)=[CH:6][C:2]([NH2:1])=[N:3]1)=[O:17])([CH3:22])([CH3:21])[CH3:20]. The reactants are [NH2:1][C:2]1[CH:6]=[C:5]([C:7]2[CH:12]=[CH:11][CH:10]=[C:9]([F:13])[CH:8]=2)[NH:4][N:3]=1.[OH-].[K+].[C:16](O[C:16]([O:18][C:19]([CH3:22])([CH3:21])[CH3:20])=[O:17])([O:18][C:19]([CH3:22])([CH3:21])[CH3:20])=[O:17]. (6) The reactants are [Cl:1][C:2]1[CH:7]=[CH:6][CH:5]=[C:4]([Cl:8])[C:3]=1[C:9]1[CH:14]=[C:13]([F:15])[CH:12]=[CH:11][C:10]=1[O:16][CH3:17].[Br:18]Br. The catalyst is C(O)(=O)C.[Fe]. The product is [Br:18][C:11]1[C:10]([O:16][CH3:17])=[C:9]([C:3]2[C:2]([Cl:1])=[CH:7][CH:6]=[CH:5][C:4]=2[Cl:8])[CH:14]=[C:13]([F:15])[CH:12]=1. The yield is 0.850. (7) The reactants are Cl[C:2]1[O:3][C:4]([N:9]2[CH2:14][CH2:13][O:12][CH2:11][CH2:10]2)=[CH:5][C:6](=[O:8])[CH:7]=1.[F:15][C:16]1[C:29]2[C:28](=[O:30])[C:27]3[C:22](=[CH:23][CH:24]=[CH:25][CH:26]=3)[S:21][C:20]=2[C:19](B2OC(C)(C)C(C)(C)O2)=[CH:18][CH:17]=1.C(=O)([O-])[O-].[K+].[K+].N#N. The catalyst is O1CCOCC1.C1C=CC([P]([Pd]([P](C2C=CC=CC=2)(C2C=CC=CC=2)C2C=CC=CC=2)([P](C2C=CC=CC=2)(C2C=CC=CC=2)C2C=CC=CC=2)[P](C2C=CC=CC=2)(C2C=CC=CC=2)C2C=CC=CC=2)(C2C=CC=CC=2)C2C=CC=CC=2)=CC=1. The product is [F:15][C:16]1[C:29]2[C:28](=[O:30])[C:27]3[C:22](=[CH:23][CH:24]=[CH:25][CH:26]=3)[S:21][C:20]=2[C:19]([C:2]2[O:3][C:4]([N:9]3[CH2:14][CH2:13][O:12][CH2:11][CH2:10]3)=[CH:5][C:6](=[O:8])[CH:7]=2)=[CH:18][CH:17]=1. The yield is 0.0400.